The task is: Regression/Classification. Given a drug SMILES string, predict its absorption, distribution, metabolism, or excretion properties. Task type varies by dataset: regression for continuous measurements (e.g., permeability, clearance, half-life) or binary classification for categorical outcomes (e.g., BBB penetration, CYP inhibition). Dataset: cyp3a4_veith.. This data is from CYP3A4 inhibition data for predicting drug metabolism from PubChem BioAssay. (1) The molecule is CC(=O)Nc1ccc(-c2ccccc2)s1. The result is 0 (non-inhibitor). (2) The drug is O=C(Nc1nc2ccccc2n1Cc1ccccc1)c1ccc(COc2ccccc2[N+](=O)[O-])o1. The result is 1 (inhibitor). (3) The drug is O[C@@H](c1cc([C@@]23C[C@H]4CC[C@@H]2C[C@H](C4)C3)nc2c(Cl)cc(Cl)cc12)[C@@H]1CCCCN1. The result is 0 (non-inhibitor). (4) The result is 0 (non-inhibitor). The compound is N#C/C(=C\Nc1ccccn1)C(=O)c1ccco1. (5) The compound is CC12CCC(C(=O)Nc3ncc([N+](=O)[O-])s3)(OC1=O)C2(C)C. The result is 1 (inhibitor). (6) The compound is COC(=O)[C@@]1(Cc2ccc(F)cc2)[C@H]2c3cc(C(=O)N4CCCC4)n(Cc4ccc(C)c(F)c4F)c3C[C@H]2CN1C(=O)c1ccccc1. The result is 1 (inhibitor). (7) The drug is Cc1nc2c3cnn(-c4ccc(C)c(C)c4)c3ncn2n1. The result is 1 (inhibitor).